This data is from Full USPTO retrosynthesis dataset with 1.9M reactions from patents (1976-2016). The task is: Predict the reactants needed to synthesize the given product. (1) The reactants are: [NH2:1][C:2]1[C:3]2[C:10]([C:11]#[N:12])=[C:9](Br)[N:8]([C@@H:14]3[O:22][C@H:21]([CH2:23][O:24]C(=O)C4C=CC=CC=4)[C@@H:20]([CH3:33])[C@H:15]3[O:16]C(=O)C)[C:4]=2[N:5]=[CH:6][N:7]=1.C([O-])=[O:35].[NH4+]. Given the product [NH2:1][C:2]1[C:3]2[C:10]([C:11]([NH2:12])=[O:35])=[CH:9][N:8]([C@@H:14]3[O:22][C@H:21]([CH2:23][OH:24])[C@@H:20]([CH3:33])[C@H:15]3[OH:16])[C:4]=2[N:5]=[CH:6][N:7]=1, predict the reactants needed to synthesize it. (2) Given the product [N:24]1([CH2:23][C:22]([OH:33])=[O:21])[C:32]2[C:27](=[CH:28][CH:29]=[CH:30][CH:31]=2)[CH:26]=[CH:25]1, predict the reactants needed to synthesize it. The reactants are: N1C2C(=CC=CC=2)C=C1.[H-].[Na+].C(OC(=O)CBr)C.C([O:21][C:22](=[O:33])[CH2:23][N:24]1[C:32]2[C:27](=[CH:28][CH:29]=[CH:30][CH:31]=2)[CH:26]=[CH:25]1)C.[OH-].[Na+].Cl. (3) Given the product [F:20][C:21]1[CH:26]=[CH:25][C:24]([C:9]#[C:8][C:10]2[CH:11]=[CH:12][C:13](=[O:19])[N:14]([CH:16]([CH3:17])[CH3:18])[N:15]=2)=[CH:23][CH:22]=1, predict the reactants needed to synthesize it. The reactants are: C(N(CC)CC)C.[C:8]([C:10]1[CH:11]=[CH:12][C:13](=[O:19])[N:14]([CH:16]([CH3:18])[CH3:17])[N:15]=1)#[CH:9].[F:20][C:21]1[CH:26]=[CH:25][C:24](I)=[CH:23][CH:22]=1.O. (4) Given the product [F:1][C:2]1[CH:3]=[CH:4][C:5]([C:8]2([C:12]3[CH:13]=[CH:14][C:15]([F:18])=[CH:16][CH:17]=3)[CH2:9][NH:10][C:21]([C:23]3[CH:28]=[N:27][CH:26]=[CH:25][N:24]=3)=[N:11]2)=[CH:6][CH:7]=1, predict the reactants needed to synthesize it. The reactants are: [F:1][C:2]1[CH:7]=[CH:6][C:5]([C:8]([C:12]2[CH:17]=[CH:16][C:15]([F:18])=[CH:14][CH:13]=2)([NH2:11])[CH2:9][NH2:10])=[CH:4][CH:3]=1.CO[C:21]([C:23]1[CH:28]=[N:27][CH:26]=[CH:25][N:24]=1)=N. (5) Given the product [CH2:1]([C:5]1[CH:6]=[N:7][CH:8]=[C:9]2[C:14]=1[N:13]=[C:12]([C:15]([OH:17])=[O:16])[CH:11]=[CH:10]2)[CH:2]([CH3:4])[CH3:3], predict the reactants needed to synthesize it. The reactants are: [CH2:1]([C:5]1[CH:6]=[N:7][CH:8]=[C:9]2[C:14]=1[N:13]=[C:12]([C:15]([O:17]CC(C)C)=[O:16])[CH:11]=[CH:10]2)[CH:2]([CH3:4])[CH3:3].[OH-].[Li+].Cl. (6) Given the product [CH3:26][O:25][C:20]1[CH:21]=[CH:22][CH:23]=[CH:24][C:19]=1[C:16]1[CH:17]=[C:18]2[C:13](=[CH:14][CH:15]=1)[NH:12][C:11]([CH3:27])([CH3:28])[CH:10]=[C:9]2[CH2:8][NH:34][C:35]1[CH:40]=[CH:39][CH:38]=[CH:37][CH:36]=1, predict the reactants needed to synthesize it. The reactants are: O1C=CC(CS[CH2:8][C:9]2[C:18]3[C:13](=[CH:14][CH:15]=[C:16]([C:19]4[CH:24]=[CH:23][CH:22]=[CH:21][C:20]=4[O:25][CH3:26])[CH:17]=3)[NH:12][C:11]([CH3:28])([CH3:27])[CH:10]=2)=C1.BrCC1[C:40]2[C:35](=[CH:36][CH:37]=[C:38](C3C=CC=CC=3OC)[CH:39]=2)[NH:34]C(C)(C)C=1.C(=O)([O-])[O-].[K+].[K+].C(S)C1OC=CC=1.